From a dataset of Full USPTO retrosynthesis dataset with 1.9M reactions from patents (1976-2016). Predict the reactants needed to synthesize the given product. (1) Given the product [CH2:1]([O:5][C:6](=[O:10])[C:7]([Cl:9])=[O:8])[CH:2]([CH3:4])[CH3:3], predict the reactants needed to synthesize it. The reactants are: [CH2:1]([OH:5])[CH:2]([CH3:4])[CH3:3].[C:6](Cl)(=[O:10])[C:7]([Cl:9])=[O:8]. (2) Given the product [OH:33][C:3]1[C:4]([NH:22][C:23](=[O:28])[C:24]([CH3:27])([CH3:26])[CH3:25])=[N:5][C:6]([N:9]2[C@H:14]([C:15]3[CH:16]=[CH:17][CH:18]=[CH:19][CH:20]=3)[CH2:13][O:12][C@H:11]([CH3:21])[CH2:10]2)=[CH:7][CH:8]=1, predict the reactants needed to synthesize it. The reactants are: C([C:3]1[C:4]([NH:22][C:23](=[O:28])[C:24]([CH3:27])([CH3:26])[CH3:25])=[N:5][C:6]([N:9]2[C@H:14]([C:15]3[CH:20]=[CH:19][CH:18]=[CH:17][CH:16]=3)[CH2:13][O:12][C@H:11]([CH3:21])[CH2:10]2)=[CH:7][CH:8]=1)=O.OO.NC(N)=[O:33].[OH-].[Na+].S([O-])([O-])=O.[Na+].[Na+]. (3) Given the product [CH2:28]([N:18]1[C:12]2[C:11](=[O:19])[N:10]([CH2:20][CH2:21][C:22]3[CH:23]=[CH:24][CH:25]=[CH:26][CH:27]=3)[C:9]([C:4]3[CH:5]=[CH:6][CH:7]=[CH:8][C:3]=3[OH:2])=[N:14][C:13]=2[CH2:15][CH2:16][CH2:17]1)[CH3:29], predict the reactants needed to synthesize it. The reactants are: C[O:2][C:3]1[CH:8]=[CH:7][CH:6]=[CH:5][C:4]=1[C:9]1[N:10]([CH2:20][CH2:21][C:22]2[CH:27]=[CH:26][CH:25]=[CH:24][CH:23]=2)[C:11](=[O:19])[C:12]2[NH:18][CH2:17][CH2:16][CH2:15][C:13]=2[N:14]=1.[CH3:28][CH:29]=O.[BH-](OC(C)=O)(OC(C)=O)OC(C)=O.[Na+]. (4) The reactants are: [N:1]1([CH2:6][C:7]2[CH:23]=[CH:22][C:10]([CH2:11][N:12]3[CH:20]=[C:19]4[C:14]([N:15]=[CH:16][N:17]=[C:18]4Cl)=[N:13]3)=[CH:9][CH:8]=2)[CH:5]=[CH:4][CH:3]=[N:2]1.[Cl:24][C:25]1[CH:26]=[C:27]([CH2:32][NH2:33])[CH:28]=[CH:29][C:30]=1[Cl:31]. Given the product [N:1]1([CH2:6][C:7]2[CH:23]=[CH:22][C:10]([CH2:11][N:12]3[CH:20]=[C:19]4[C:14]([N:15]=[CH:16][N:17]=[C:18]4[NH:33][CH2:32][C:27]4[CH:28]=[CH:29][C:30]([Cl:31])=[C:25]([Cl:24])[CH:26]=4)=[N:13]3)=[CH:9][CH:8]=2)[CH:5]=[CH:4][CH:3]=[N:2]1, predict the reactants needed to synthesize it. (5) Given the product [CH3:1][O:2][C:3]([C:5]1[S:6][C:7]([C:13]#[C:12][CH2:11][NH:14][S:15]([CH3:18])(=[O:17])=[O:16])=[CH:8][CH:9]=1)=[O:4], predict the reactants needed to synthesize it. The reactants are: [CH3:1][O:2][C:3]([C:5]1[S:6][C:7](Br)=[CH:8][CH:9]=1)=[O:4].[CH2:11]([NH:14][S:15]([CH3:18])(=[O:17])=[O:16])[C:12]#[CH:13].CCN(CC)CC.